Dataset: Forward reaction prediction with 1.9M reactions from USPTO patents (1976-2016). Task: Predict the product of the given reaction. (1) The product is: [CH2:15]([CH:7]1[C:8]2[C:13](=[CH:12][CH:11]=[CH:10][CH:9]=2)[C:14]2[CH:1]=[CH:2][CH:3]=[CH:4][C:5]=2[NH:6]1)[CH3:16]. Given the reactants [CH:1]1[C:14]2[C:5](=[N:6][CH:7]=[C:8]3[C:13]=2[CH:12]=[CH:11][CH:10]=[CH:9]3)[CH:4]=[CH:3][CH:2]=1.[CH2:15](OCC)[CH3:16], predict the reaction product. (2) The product is: [C:38]12([CH2:48][S:49]([OH:52])(=[O:50])=[O:51])[C:45]([CH3:47])([CH3:46])[CH:42]([CH2:43][CH2:44]1)[CH2:41][C:39]2=[O:40].[N:31]1[C:23]([C:22]2[C:17]([NH:16][C:13]3[C:14]4[CH:15]=[N:7][NH:8][C:9]=4[CH:10]=[CH:11][CH:12]=3)=[N:18][CH:19]=[CH:20][CH:21]=2)=[C:24]2[C:28]([NH:27][CH:26]=[N:25]2)=[N:29][CH:30]=1. Given the reactants O1CCCCC1[N:7]1[CH:15]=[C:14]2[C:9]([CH:10]=[CH:11][CH:12]=[C:13]2[NH:16][C:17]2[C:22]([C:23]3[N:31]=[CH:30][N:29]=[C:28]4[C:24]=3[N:25]=[CH:26][N:27]4C3CCCCO3)=[CH:21][CH:20]=[CH:19][N:18]=2)=[N:8]1.[C:38]12([CH2:48][S:49]([OH:52])(=[O:51])=[O:50])[C:45]([CH3:47])([CH3:46])[CH:42]([CH2:43][CH2:44]1)[CH2:41][C:39]2=[O:40].N#N, predict the reaction product. (3) Given the reactants [CH3:1][N:2]([CH:4]=O)[CH3:3].C(Cl)(=O)C([Cl:9])=O.[NH:12]1[CH:16]=[CH:15][CH:14]=[CH:13]1, predict the reaction product. The product is: [Cl-:9].[NH:12]1[CH:16]=[CH:15][CH:14]=[C:13]1[CH:4]=[N+:2]([CH3:3])[CH3:1]. (4) The product is: [NH2:1][C:2]1[C:10]([O:11][CH3:12])=[CH:9][CH:8]=[CH:7][C:3]=1[C:4]([NH2:15])=[O:5]. Given the reactants [NH2:1][C:2]1[C:10]([O:11][CH3:12])=[CH:9][CH:8]=[CH:7][C:3]=1[C:4](O)=[O:5].CC[N:15]=C=NCCCN(C)C.Cl.C1C=CC2N(O)N=NC=2C=1.CN1CCOCC1.N, predict the reaction product. (5) Given the reactants [C:1]1([S:7]([C:10]2[CH:18]=[C:17]([F:19])[C:16]3[N:15]([CH3:20])[C:14]4[CH2:21][CH:22]5[NH:26][CH:25]([C:13]=4[C:12]=3[C:11]=2C(OC(C)(C)C)=O)[CH2:24][CH2:23]5)(=[O:9])=[O:8])[CH:6]=[CH:5][CH:4]=[CH:3][CH:2]=1.[ClH:34], predict the reaction product. The product is: [ClH:34].[C:1]1([S:7]([C:10]2[CH:11]=[C:12]3[C:16](=[C:17]([F:19])[CH:18]=2)[N:15]([CH3:20])[C:14]2[CH2:21][CH:22]4[NH:26][CH:25]([C:13]3=2)[CH2:24][CH2:23]4)(=[O:9])=[O:8])[CH:2]=[CH:3][CH:4]=[CH:5][CH:6]=1. (6) Given the reactants [N+](=[CH:3][C:4]([O:6][CH2:7][CH3:8])=[O:5])=[N-].[CH3:9][C:10]([OH:19])([CH3:18])[CH2:11][C:12]1[CH:17]=[CH:16][CH:15]=[CH:14][CH:13]=1, predict the reaction product. The product is: [CH2:7]([O:6][C:4](=[O:5])[CH2:3][O:19][C:10]([CH3:18])([CH3:9])[CH2:11][C:12]1[CH:17]=[CH:16][CH:15]=[CH:14][CH:13]=1)[CH3:8].